From a dataset of NCI-60 drug combinations with 297,098 pairs across 59 cell lines. Regression. Given two drug SMILES strings and cell line genomic features, predict the synergy score measuring deviation from expected non-interaction effect. (1) Drug 2: C(=O)(N)NO. Drug 1: COC1=CC(=CC(=C1O)OC)C2C3C(COC3=O)C(C4=CC5=C(C=C24)OCO5)OC6C(C(C7C(O6)COC(O7)C8=CC=CS8)O)O. Cell line: NCI/ADR-RES. Synergy scores: CSS=6.21, Synergy_ZIP=-1.13, Synergy_Bliss=0.476, Synergy_Loewe=1.15, Synergy_HSA=1.19. (2) Synergy scores: CSS=5.56, Synergy_ZIP=1.42, Synergy_Bliss=1.95, Synergy_Loewe=3.91, Synergy_HSA=0.885. Cell line: SF-295. Drug 2: CC(C)CN1C=NC2=C1C3=CC=CC=C3N=C2N. Drug 1: CN1C2=C(C=C(C=C2)N(CCCl)CCCl)N=C1CCCC(=O)O.Cl. (3) Drug 1: CS(=O)(=O)C1=CC(=C(C=C1)C(=O)NC2=CC(=C(C=C2)Cl)C3=CC=CC=N3)Cl. Drug 2: CCC1=C2CN3C(=CC4=C(C3=O)COC(=O)C4(CC)O)C2=NC5=C1C=C(C=C5)O. Cell line: NCI-H226. Synergy scores: CSS=32.6, Synergy_ZIP=-3.18, Synergy_Bliss=2.47, Synergy_Loewe=-7.14, Synergy_HSA=4.37. (4) Drug 1: CN(C)N=NC1=C(NC=N1)C(=O)N. Drug 2: CS(=O)(=O)CCNCC1=CC=C(O1)C2=CC3=C(C=C2)N=CN=C3NC4=CC(=C(C=C4)OCC5=CC(=CC=C5)F)Cl. Cell line: LOX IMVI. Synergy scores: CSS=35.4, Synergy_ZIP=-4.60, Synergy_Bliss=-3.10, Synergy_Loewe=-3.55, Synergy_HSA=-2.04. (5) Drug 1: CS(=O)(=O)OCCCCOS(=O)(=O)C. Drug 2: CC1C(C(CC(O1)OC2CC(CC3=C2C(=C4C(=C3O)C(=O)C5=C(C4=O)C(=CC=C5)OC)O)(C(=O)CO)O)N)O.Cl. Cell line: HCT-15. Synergy scores: CSS=22.6, Synergy_ZIP=-1.52, Synergy_Bliss=-1.52, Synergy_Loewe=-6.30, Synergy_HSA=-0.178.